Dataset: Full USPTO retrosynthesis dataset with 1.9M reactions from patents (1976-2016). Task: Predict the reactants needed to synthesize the given product. Given the product [OH:8][C:9]1([C:12]2[CH:24]=[C:23]3[C:15]([C:16]4[C:17]([C:28]5[CH:33]=[CH:32][CH:31]=[C:30]([N:34]6[CH2:42][C:41]7[C:36](=[CH:37][CH:38]=[CH:39][CH:40]=7)[C:35]6=[O:43])[C:29]=5[CH3:44])=[CH:18][CH:19]=[C:20]([C:25]([NH2:27])=[O:26])[C:21]=4[NH:22]3)=[CH:14][CH:13]=2)[CH2:10][CH2:11]1, predict the reactants needed to synthesize it. The reactants are: [Si]([O:8][C:9]1([C:12]2[CH:24]=[C:23]3[C:15]([C:16]4[C:17]([C:28]5[CH:33]=[CH:32][CH:31]=[C:30]([N:34]6[CH2:42][C:41]7[C:36](=[CH:37][CH:38]=[CH:39][CH:40]=7)[C:35]6=[O:43])[C:29]=5[CH3:44])=[CH:18][CH:19]=[C:20]([C:25]([NH2:27])=[O:26])[C:21]=4[NH:22]3)=[CH:14][CH:13]=2)[CH2:11][CH2:10]1)(C(C)(C)C)(C)C.[F-].C([N+](CCCC)(CCCC)CCCC)CCC.